Dataset: Reaction yield outcomes from USPTO patents with 853,638 reactions. Task: Predict the reaction yield, written as a fraction of the theoretical maximum amount of product (1.0 means a 100% yield; for example, 0.34 means a 34% yield). The reactants are [Cl:1][C:2]1[CH:3]=[CH:4][C:5]2[C:11]3[N:12]([CH2:21][C:22]4[CH:27]=[CH:26][C:25]([O:28][CH3:29])=[CH:24][C:23]=4[O:30][CH3:31])[C:13](=[O:20])[C:14]([C:16]([O:18]C)=[O:17])=[CH:15][C:10]=3[CH2:9][CH2:8][O:7][C:6]=2[CH:32]=1.[Li+].[OH-].Cl. The catalyst is C1COCC1. The product is [Cl:1][C:2]1[CH:3]=[CH:4][C:5]2[C:11]3[N:12]([CH2:21][C:22]4[CH:27]=[CH:26][C:25]([O:28][CH3:29])=[CH:24][C:23]=4[O:30][CH3:31])[C:13](=[O:20])[C:14]([C:16]([OH:18])=[O:17])=[CH:15][C:10]=3[CH2:9][CH2:8][O:7][C:6]=2[CH:32]=1. The yield is 0.710.